From a dataset of Forward reaction prediction with 1.9M reactions from USPTO patents (1976-2016). Predict the product of the given reaction. (1) Given the reactants [NH2:1][C:2]1[CH:10]=[C:9]2[C:5]([CH2:6][C:7](=[O:11])[NH:8]2)=[CH:4][C:3]=1[F:12].N1C=CC=CC=1.[CH3:19][O:20][CH2:21][C:22](Cl)=[O:23], predict the reaction product. The product is: [F:12][C:3]1[CH:4]=[C:5]2[C:9](=[CH:10][C:2]=1[NH:1][C:22](=[O:23])[CH2:21][O:20][CH3:19])[NH:8][C:7](=[O:11])[CH2:6]2. (2) The product is: [CH2:1]([N:8]1[C:13]([CH3:14])=[CH:12][C:11]([O:15][CH2:16][C:17]2[CH:22]=[CH:21][CH:20]=[C:19]([Cl:23])[CH:18]=2)=[C:10]([Br:30])[C:9]1=[O:24])[C:2]1[CH:7]=[CH:6][CH:5]=[CH:4][CH:3]=1. Given the reactants [CH2:1]([N:8]1[C:13]([CH3:14])=[CH:12][C:11]([O:15][CH2:16][C:17]2[CH:22]=[CH:21][CH:20]=[C:19]([Cl:23])[CH:18]=2)=[CH:10][C:9]1=[O:24])[C:2]1[CH:7]=[CH:6][CH:5]=[CH:4][CH:3]=1.C([O-])(=O)C.[Na+].[Br:30]Br, predict the reaction product.